Dataset: Forward reaction prediction with 1.9M reactions from USPTO patents (1976-2016). Task: Predict the product of the given reaction. (1) Given the reactants C([O:3][C:4]([C:6]1([CH2:19][C:20]2[CH:25]=[CH:24][CH:23]=[CH:22][CH:21]=2)[CH2:11][CH2:10][N:9]([CH2:12][C:13]2[CH:18]=[CH:17][CH:16]=[CH:15][CH:14]=2)[CH2:8][CH2:7]1)=O)C.[H-].[Al+3].[Li+].[H-].[H-].[H-], predict the reaction product. The product is: [CH2:12]([N:9]1[CH2:10][CH2:11][C:6]([CH2:19][C:20]2[CH:25]=[CH:24][CH:23]=[CH:22][CH:21]=2)([CH2:4][OH:3])[CH2:7][CH2:8]1)[C:13]1[CH:14]=[CH:15][CH:16]=[CH:17][CH:18]=1. (2) Given the reactants C(OC([N:8]1[CH2:15][CH:14]2[CH:10]([CH2:11][N:12]([CH2:16][C:17]3[S:18][C:19]4[C:24]([N:25]5[CH2:30][CH2:29][O:28][CH2:27][CH2:26]5)=[N:23][C:22]([Cl:31])=[N:21][C:20]=4[N:32]=3)[CH2:13]2)[CH2:9]1)=O)(C)(C)C.N1CCC(N2C[CH2:43][O:42][CH2:41][CH2:40]2)CC1, predict the reaction product. The product is: [Cl:31][C:22]1[N:23]=[C:24]([N:25]2[CH2:26][CH2:27][O:28][CH2:29][CH2:30]2)[C:19]2[S:18][C:17]([CH2:16][N:12]3[CH2:13][CH2:14][CH:9]([N:8]4[CH2:40][CH2:41][O:42][CH2:43][CH2:15]4)[CH2:10][CH2:11]3)=[N:32][C:20]=2[N:21]=1. (3) Given the reactants [CH2:1]([O:8][CH2:9][C:10]12[CH2:17][CH2:16][CH:13]([CH2:14][CH2:15]1)[N:12]([CH2:18][CH2:19][S:20]([NH2:23])(=[O:22])=[O:21])[C:11]2=O)[C:2]1[CH:7]=[CH:6][CH:5]=[CH:4][CH:3]=1, predict the reaction product. The product is: [CH2:1]([O:8][CH2:9][C:10]12[CH2:17][CH2:16][CH:13]([N:12]3[CH2:18][CH2:19][S:20](=[O:22])(=[O:21])[N:23]=[C:11]31)[CH2:14][CH2:15]2)[C:2]1[CH:7]=[CH:6][CH:5]=[CH:4][CH:3]=1. (4) Given the reactants O[N:2]=[C:3]([CH2:9][CH2:10][C:11]1[CH:16]=[CH:15][CH:14]=[CH:13][CH:12]=1)[CH2:4][CH2:5][C:6]([OH:8])=[O:7], predict the reaction product. The product is: [NH2:2][CH:3]([CH2:9][CH2:10][C:11]1[CH:12]=[CH:13][CH:14]=[CH:15][CH:16]=1)[CH2:4][CH2:5][C:6]([OH:8])=[O:7]. (5) Given the reactants [CH2:1]([O:3][C:4]([C:6]1[CH:7]=[C:8]2[C:13](=[CH:14][CH:15]=1)[NH:12][CH:11]([C:16]1[CH:21]=[CH:20][CH:19]=[C:18](Br)[CH:17]=1)[C:10]([CH3:24])([CH3:23])[CH2:9]2)=[O:5])[CH3:2].C(=O)([O-])[O-].[Cs+].[Cs+].Cl.[CH3:32][C:33]1[CH:38]=[C:37]([CH3:39])[CH:36]=[CH:35][C:34]=1[N:40]1[CH2:45][CH2:44][NH:43][CH2:42][CH2:41]1, predict the reaction product. The product is: [CH2:1]([O:3][C:4]([C:6]1[CH:7]=[C:8]2[C:13](=[CH:14][CH:15]=1)[NH:12][CH:11]([C:16]1[CH:21]=[CH:20][CH:19]=[C:18]([N:43]3[CH2:44][CH2:45][N:40]([C:34]4[CH:35]=[CH:36][C:37]([CH3:39])=[CH:38][C:33]=4[CH3:32])[CH2:41][CH2:42]3)[CH:17]=1)[C:10]([CH3:24])([CH3:23])[CH2:9]2)=[O:5])[CH3:2]. (6) Given the reactants Br[C:2]1[CH:7]=[CH:6][C:5]([N+:8]([O-:10])=[O:9])=[C:4](F)[CH:3]=1.[C:12](=[O:15])([O-])[O-].[Cs+].[Cs+].[C:18]1([C:24]([N:26]2[CH2:31][CH2:30][NH:29][CH2:28][CH2:27]2)=[O:25])[CH:23]=[CH:22][CH:21]=[CH:20][CH:19]=1, predict the reaction product. The product is: [N+:8]([C:5]1[CH:6]=[CH:7][C:2]([N:29]2[CH2:28][CH2:27][N:26]([C:24]([C:18]3[CH:19]=[CH:20][CH:21]=[CH:22][CH:23]=3)=[O:25])[CH2:31][CH2:30]2)=[CH:3][C:4]=1[O:15][C:12]1[CH:6]=[CH:7][CH:2]=[CH:3][CH:4]=1)([O-:10])=[O:9].